From a dataset of Forward reaction prediction with 1.9M reactions from USPTO patents (1976-2016). Predict the product of the given reaction. (1) Given the reactants [OH:1][C:2]1[CH:3]=[C:4]2[C:9](=[CH:10][CH:11]=1)[C:8](=[O:12])[CH2:7][CH2:6][CH2:5]2.[CH3:13][O:14][C:15]1[CH:22]=[CH:21][C:18]([CH2:19]Cl)=[CH:17][CH:16]=1.C([O-])([O-])=O.[Cs+].[Cs+], predict the reaction product. The product is: [CH3:13][O:14][C:15]1[CH:22]=[CH:21][C:18]([CH2:19][O:1][C:2]2[CH:3]=[C:4]3[C:9](=[CH:10][CH:11]=2)[C:8](=[O:12])[CH2:7][CH2:6][CH2:5]3)=[CH:17][CH:16]=1. (2) Given the reactants [C:7](O[C:7](=[O:11])[CH2:8][CH2:9][CH3:10])(=[O:11])[CH2:8][CH2:9][CH3:10].[Cl:12][CH2:13][C@@H:14]([OH:38])[CH2:15][O:16][C:17]1[CH:22]=[CH:21][C:20]([C:23]([C:26]2[CH:37]=[CH:36][C:29]([O:30][CH2:31][C@H:32]([OH:35])[CH2:33][OH:34])=[CH:28][CH:27]=2)([CH3:25])[CH3:24])=[CH:19][CH:18]=1, predict the reaction product. The product is: [C:7]([O:34][CH2:33][C@@H:32]([O:35][C:7](=[O:11])[CH2:8][CH2:9][CH3:10])[CH2:31][O:30][C:29]1[CH:28]=[CH:27][C:26]([C:23]([C:20]2[CH:19]=[CH:18][C:17]([O:16][CH2:15][C@H:14]([O:38][C:7](=[O:11])[CH2:8][CH2:9][CH3:10])[CH2:13][Cl:12])=[CH:22][CH:21]=2)([CH3:25])[CH3:24])=[CH:37][CH:36]=1)(=[O:11])[CH2:8][CH2:9][CH3:10]. (3) Given the reactants [CH3:1][C:2]1[C:6]([CH:7]=[O:8])=[CH:5][NH:4][N:3]=1.C(=O)([O-])[O-].[K+].[K+].F[C:16]1[C:23]([F:24])=[CH:22][CH:21]=[CH:20][C:17]=1[C:18]#[N:19].CN(C)C=O, predict the reaction product. The product is: [F:24][C:23]1[C:16]([N:4]2[CH:5]=[C:6]([CH:7]=[O:8])[C:2]([CH3:1])=[N:3]2)=[C:17]([CH:20]=[CH:21][CH:22]=1)[C:18]#[N:19].